This data is from Reaction yield outcomes from USPTO patents with 853,638 reactions. The task is: Predict the reaction yield, written as a fraction of the theoretical maximum amount of product (1.0 means a 100% yield; for example, 0.34 means a 34% yield). (1) The reactants are [O:1]1[C:5]2[CH:6]=[CH:7][CH:8]=[CH:9][C:4]=2[CH:3]=[C:2]1[C:10]1[CH:11]=[C:12]2[C:17](=[CH:18][CH:19]=1)[N:16]=[C:15]([C:20]([F:23])([F:22])[F:21])[CH:14]=[C:13]2[O:24][CH2:25][C:26]#[N:27].[N-:28]=[N+:29]=[N-:30].[Na+].[NH4+].[Cl-]. The catalyst is CN(C=O)C. The product is [NH:28]1[C:26]([CH2:25][O:24][C:13]2[C:12]3[C:17](=[CH:18][CH:19]=[C:10]([C:2]4[O:1][C:5]5[CH:6]=[CH:7][CH:8]=[CH:9][C:4]=5[CH:3]=4)[CH:11]=3)[N:16]=[C:15]([C:20]([F:22])([F:21])[F:23])[CH:14]=2)=[N:27][N:30]=[N:29]1. The yield is 0.780. (2) The catalyst is C1COCC1. The product is [CH3:8][C:7]1[CH:6]=[CH:5][C:4]([N:9]([Si:23]([CH3:25])([CH3:24])[CH3:22])[C:10](=[O:16])[O:11][C:12]([CH3:15])([CH3:14])[CH3:13])=[CH:3][C:2]=1[Si:23]([CH3:25])([CH3:24])[CH3:22]. The reactants are Br[C:2]1[CH:3]=[C:4]([NH:9][C:10](=[O:16])[O:11][C:12]([CH3:15])([CH3:14])[CH3:13])[CH:5]=[CH:6][C:7]=1[CH3:8].[Li]CCCC.[CH3:22][Si:23](Cl)([CH3:25])[CH3:24]. The yield is 0.950.